This data is from Forward reaction prediction with 1.9M reactions from USPTO patents (1976-2016). The task is: Predict the product of the given reaction. (1) Given the reactants [CH3:1][C:2]1[CH:7]=[CH:6][CH:5]=[C:4]([C:8]([NH:10][NH2:11])=[O:9])[CH:3]=1.[N-:12]=[C:13]=[S:14].[Br:15][C:16]1[CH:21]=[CH:20][CH:19]=[CH:18][C:17]=1[Cl:22], predict the reaction product. The product is: [Br:15][C:16]1[CH:21]=[CH:20][C:19]([NH:12][C:13]([NH:11][NH:10][C:8]([C:4]2[CH:5]=[CH:6][CH:7]=[C:2]([CH3:1])[CH:3]=2)=[O:9])=[S:14])=[CH:18][C:17]=1[Cl:22]. (2) Given the reactants [O:1]=[C:2]1[CH2:7][CH2:6][CH:5]([C:8]([O:10][CH3:11])=[O:9])[C:4]([CH:12]([CH3:14])[CH3:13])=[CH:3]1.[H][H], predict the reaction product. The product is: [O:1]=[C:2]1[CH2:7][CH2:6][C@@H:5]([C:8]([O:10][CH3:11])=[O:9])[C@@H:4]([CH:12]([CH3:14])[CH3:13])[CH2:3]1. (3) Given the reactants C[O:2][C:3](=O)[C:4]([Cl:23])([Cl:22])[CH2:5][N:6]([C:12]1[C:17]([N+:18]([O-])=O)=[CH:16][N:15]=[C:14]([Cl:21])[N:13]=1)[CH:7]1[CH2:11][CH2:10][CH2:9][CH2:8]1, predict the reaction product. The product is: [Cl:21][C:14]1[N:15]=[CH:16][C:17]2[NH:18][C:3](=[O:2])[C:4]([Cl:23])([Cl:22])[CH2:5][N:6]([CH:7]3[CH2:11][CH2:10][CH2:9][CH2:8]3)[C:12]=2[N:13]=1.